Dataset: Full USPTO retrosynthesis dataset with 1.9M reactions from patents (1976-2016). Task: Predict the reactants needed to synthesize the given product. (1) The reactants are: [F:1][C:2]1[CH:7]=[CH:6][C:5]([C:8]([F:11])([F:10])[F:9])=[CH:4][C:3]=1[NH:12][C:13]1[N:17]([CH3:18])[C:16]2[CH:19]=[CH:20][C:21]([O:23][C:24]3[CH:29]=[CH:28][N:27]=[C:26]([NH:30][C:31](=[O:40])[CH2:32][CH2:33][CH:34]4[CH2:39][CH2:38][NH:37][CH2:36][CH2:35]4)[CH:25]=3)=[CH:22][C:15]=2[N:14]=1.C=O.[C:43](O)(=O)C.C([BH3-])#N.[Na+]. Given the product [F:1][C:2]1[CH:7]=[CH:6][C:5]([C:8]([F:9])([F:11])[F:10])=[CH:4][C:3]=1[NH:12][C:13]1[N:17]([CH3:18])[C:16]2[CH:19]=[CH:20][C:21]([O:23][C:24]3[CH:29]=[CH:28][N:27]=[C:26]([NH:30][C:31](=[O:40])[CH2:32][CH2:33][CH:34]4[CH2:35][CH2:36][N:37]([CH3:43])[CH2:38][CH2:39]4)[CH:25]=3)=[CH:22][C:15]=2[N:14]=1, predict the reactants needed to synthesize it. (2) Given the product [Cl:1][C:2]1[CH:26]=[C:25]([Cl:27])[CH:24]=[CH:23][C:3]=1[CH2:4][O:5][C:6]1[CH:11]=[C:10]([O:12][CH:13]([CH3:14])[CH3:15])[CH:9]=[CH:8][C:7]=1[CH2:16][CH2:17][CH2:18][OH:19], predict the reactants needed to synthesize it. The reactants are: [Cl:1][C:2]1[CH:26]=[C:25]([Cl:27])[CH:24]=[CH:23][C:3]=1[CH2:4][O:5][C:6]1[CH:11]=[C:10]([O:12][CH:13]([CH3:15])[CH3:14])[CH:9]=[CH:8][C:7]=1[CH2:16][CH2:17][C:18](OCC)=[O:19].[H-].[Al+3].[Li+].[H-].[H-].[H-].O.O.O.O.O.O.O.O.O.O.S([O-])([O-])(=O)=O.[Na+].[Na+]. (3) The reactants are: Cl[C:2]1[CH:3]=[C:4]([N:11]([CH2:19][CH:20]2[CH2:25][CH2:24][O:23][CH2:22][CH2:21]2)[C:12](=[O:18])[O:13][C:14]([CH3:17])([CH3:16])[CH3:15])[C:5]2[N:6]([CH:8]=[CH:9][N:10]=2)[N:7]=1.[CH:26]([NH2:30])([CH2:28][CH3:29])[CH3:27].CC1(C)C2C(=C(P(C3C=CC=CC=3)C3C=CC=CC=3)C=CC=2)OC2C(P(C3C=CC=CC=3)C3C=CC=CC=3)=CC=CC1=2.C(=O)([O-])[O-].[K+].[K+]. Given the product [CH:26]([NH:30][C:2]1[CH:3]=[C:4]([N:11]([CH2:19][CH:20]2[CH2:25][CH2:24][O:23][CH2:22][CH2:21]2)[C:12](=[O:18])[O:13][C:14]([CH3:17])([CH3:16])[CH3:15])[C:5]2[N:6]([CH:8]=[CH:9][N:10]=2)[N:7]=1)([CH2:28][CH3:29])[CH3:27], predict the reactants needed to synthesize it. (4) Given the product [O:1]1[C:5]2[C:6]([CH2:16][OH:15])=[CH:7][CH:8]=[CH:9][C:4]=2[CH2:3][CH2:2]1, predict the reactants needed to synthesize it. The reactants are: [O:1]1[C:5]2[CH:6]=[CH:7][CH:8]=[CH:9][C:4]=2[CH2:3][CH:2]1C(O)=O.B.B.[O:15]1CCC[CH2:16]1.CO. (5) The reactants are: [Cl:1][C:2]1[N:7]=[C:6]2[N:8]([C:14]3[CH:19]=[CH:18][CH:17]=[C:16](I)[CH:15]=3)[N:9]=[C:10]([C:11]([NH2:13])=[O:12])[C:5]2=[CH:4][CH:3]=1.[C:21]([C@:23]1([OH:30])[CH2:27][CH2:26][N:25]([CH3:28])[C:24]1=[O:29])#[CH:22]. Given the product [Cl:1][C:2]1[N:7]=[C:6]2[N:8]([C:14]3[CH:19]=[CH:18][CH:17]=[C:16]([C:22]#[C:21][C@:23]4([OH:30])[CH2:27][CH2:26][N:25]([CH3:28])[C:24]4=[O:29])[CH:15]=3)[N:9]=[C:10]([C:11]([NH2:13])=[O:12])[C:5]2=[CH:4][CH:3]=1, predict the reactants needed to synthesize it. (6) Given the product [Cl:3][C:4]1[C:13]2[C:8](=[CH:9][C:10]([CH2:14][OH:15])=[CH:11][CH:12]=2)[C:7](=[O:19])[NH:6][CH:5]=1, predict the reactants needed to synthesize it. The reactants are: [Li+].[BH4-].[Cl:3][C:4]1[C:13]2[C:8](=[CH:9][C:10]([C:14](OCC)=[O:15])=[CH:11][CH:12]=2)[C:7](=[O:19])[NH:6][CH:5]=1. (7) Given the product [C:1]([O:5][C:6](=[O:27])[CH2:7][N:8]1[C:9]2[CH:14]=[CH:13][C:12]([NH:15][S:16]([C:19]3[CH:20]=[CH:21][C:22]([F:25])=[CH:23][CH:24]=3)(=[O:18])=[O:17])=[CH:11][C:10]=2[N:26]=[C:28]1[CH2:29][CH2:30][CH3:31])([CH3:4])([CH3:2])[CH3:3], predict the reactants needed to synthesize it. The reactants are: [C:1]([O:5][C:6](=[O:27])[CH2:7][NH:8][C:9]1[CH:14]=[CH:13][C:12]([NH:15][S:16]([C:19]2[CH:24]=[CH:23][C:22]([F:25])=[CH:21][CH:20]=2)(=[O:18])=[O:17])=[CH:11][C:10]=1[NH2:26])([CH3:4])([CH3:3])[CH3:2].[CH:28](=O)[CH2:29][CH2:30][CH3:31].